Dataset: NCI-60 drug combinations with 297,098 pairs across 59 cell lines. Task: Regression. Given two drug SMILES strings and cell line genomic features, predict the synergy score measuring deviation from expected non-interaction effect. (1) Drug 1: C1CC(=O)NC(=O)C1N2CC3=C(C2=O)C=CC=C3N. Drug 2: C1=CC=C(C=C1)NC(=O)CCCCCCC(=O)NO. Cell line: IGROV1. Synergy scores: CSS=22.5, Synergy_ZIP=1.41, Synergy_Bliss=6.43, Synergy_Loewe=7.96, Synergy_HSA=7.89. (2) Drug 1: CC=C1C(=O)NC(C(=O)OC2CC(=O)NC(C(=O)NC(CSSCCC=C2)C(=O)N1)C(C)C)C(C)C. Drug 2: CCCCC(=O)OCC(=O)C1(CC(C2=C(C1)C(=C3C(=C2O)C(=O)C4=C(C3=O)C=CC=C4OC)O)OC5CC(C(C(O5)C)O)NC(=O)C(F)(F)F)O. Cell line: SK-MEL-28. Synergy scores: CSS=49.5, Synergy_ZIP=-5.32, Synergy_Bliss=-5.15, Synergy_Loewe=-7.51, Synergy_HSA=-3.96. (3) Synergy scores: CSS=36.1, Synergy_ZIP=0.0677, Synergy_Bliss=-2.74, Synergy_Loewe=-35.0, Synergy_HSA=-4.10. Drug 2: CC1CCCC2(C(O2)CC(NC(=O)CC(C(C(=O)C(C1O)C)(C)C)O)C(=CC3=CSC(=N3)C)C)C. Drug 1: C1CNP(=O)(OC1)N(CCCl)CCCl. Cell line: K-562. (4) Drug 1: CN1C2=C(C=C(C=C2)N(CCCl)CCCl)N=C1CCCC(=O)O.Cl. Drug 2: C1=NC2=C(N=C(N=C2N1C3C(C(C(O3)CO)O)F)Cl)N. Cell line: SR. Synergy scores: CSS=58.8, Synergy_ZIP=1.66, Synergy_Bliss=1.56, Synergy_Loewe=-0.0154, Synergy_HSA=0.471.